This data is from Reaction yield outcomes from USPTO patents with 853,638 reactions. The task is: Predict the reaction yield, written as a fraction of the theoretical maximum amount of product (1.0 means a 100% yield; for example, 0.34 means a 34% yield). (1) The reactants are O[CH2:2][C:3]1[S:4][C:5]2[C:11]([C:12]3[CH:13]=[C:14]([NH:18][C:19](=[O:24])[CH2:20][CH2:21][O:22][CH3:23])[CH:15]=[CH:16][CH:17]=3)=[CH:10][CH:9]=[CH:8][C:6]=2[CH:7]=1.P(Br)(Br)[Br:26]. No catalyst specified. The product is [Br:26][CH2:2][C:3]1[S:4][C:5]2[C:11]([C:12]3[CH:13]=[C:14]([NH:18][C:19](=[O:24])[CH2:20][CH2:21][O:22][CH3:23])[CH:15]=[CH:16][CH:17]=3)=[CH:10][CH:9]=[CH:8][C:6]=2[CH:7]=1. The yield is 0.130. (2) The reactants are [F:1][C:2]([F:24])([F:23])[C:3]1[CH:4]=[C:5]([C:13]2[N:17]=[CH:16][N:15](/[CH:18]=[CH:19]\[C:20]([OH:22])=O)[N:14]=2)[CH:6]=[C:7]([C:9]([F:12])([F:11])[F:10])[CH:8]=1.[CH3:25][C:26]1[C:27]([N:32]([CH3:34])[NH2:33])=[N:28][CH:29]=[CH:30][CH:31]=1.C(P1(=O)OP(CCC)(=O)OP(CCC)(=O)O1)CC.CCN(C(C)C)C(C)C. The catalyst is CCOC(C)=O.C(Cl)Cl.CO. The product is [F:1][C:2]([F:23])([F:24])[C:3]1[CH:4]=[C:5]([C:13]2[N:17]=[CH:16][N:15](/[CH:18]=[CH:19]\[C:20]([NH:33][N:32]([CH3:34])[C:27]3[C:26]([CH3:25])=[CH:31][CH:30]=[CH:29][N:28]=3)=[O:22])[N:14]=2)[CH:6]=[C:7]([C:9]([F:12])([F:10])[F:11])[CH:8]=1. The yield is 0.400. (3) The reactants are [H-].[Na+].[CH3:3][C:4]1[CH:5]=[C:6]([OH:19])[CH:7]=[CH:8][C:9]=1[CH2:10][CH2:11][CH2:12][CH2:13][N:14]1[CH:18]=[CH:17][N:16]=[N:15]1.Cl[CH2:21][C:22]1[C:23]([CH3:35])=[N:24][C:25]([C:28]2[CH:33]=[CH:32][C:31]([Cl:34])=[CH:30][CH:29]=2)=[CH:26][CH:27]=1.O. The catalyst is CN(C)C=O. The product is [Cl:34][C:31]1[CH:32]=[CH:33][C:28]([C:25]2[N:24]=[C:23]([CH3:35])[C:22]([CH2:21][O:19][C:6]3[CH:7]=[CH:8][C:9]([CH2:10][CH2:11][CH2:12][CH2:13][N:14]4[CH:18]=[CH:17][N:16]=[N:15]4)=[C:4]([CH3:3])[CH:5]=3)=[CH:27][CH:26]=2)=[CH:29][CH:30]=1. The yield is 0.910. (4) The reactants are CS(O[CH:6]1[CH2:9][N:8]([CH:10]([C:17]2[CH:22]=[CH:21][CH:20]=[CH:19][CH:18]=2)[C:11]2[CH:16]=[CH:15][CH:14]=[CH:13][CH:12]=2)[CH2:7]1)(=O)=O.C([O-])([O-])=O.[K+].[K+].[C:29]([CH:32]1[NH:37][CH2:36][CH2:35][N:34]([C:38]([O:40][C:41]([CH3:44])([CH3:43])[CH3:42])=[O:39])[CH2:33]1)(=[O:31])[NH2:30]. The catalyst is CC#N. The product is [CH:10]([N:8]1[CH2:9][CH:6]([N:37]2[CH2:36][CH2:35][N:34]([C:38]([O:40][C:41]([CH3:42])([CH3:43])[CH3:44])=[O:39])[CH2:33][CH:32]2[C:29](=[O:31])[NH2:30])[CH2:7]1)([C:17]1[CH:22]=[CH:21][CH:20]=[CH:19][CH:18]=1)[C:11]1[CH:16]=[CH:15][CH:14]=[CH:13][CH:12]=1. The yield is 0.540. (5) The reactants are [NH2:1][C:2]1[CH:9]=[CH:8][CH:7]=[C:6](/[CH:10]=[CH:11]/[CH3:12])[C:3]=1[C:4]#[N:5].[S:13](Cl)(=[O:16])(=[O:15])[NH2:14]. The catalyst is CN(C)C(=O)C. The product is [S:13]([NH:1][C:2]1[CH:9]=[CH:8][CH:7]=[C:6](/[CH:10]=[CH:11]/[CH3:12])[C:3]=1[C:4]#[N:5])(=[O:16])(=[O:15])[NH2:14]. The yield is 0.920. (6) The reactants are [Cl:1][C:2]1[CH:3]=[C:4]([S:11]([N:14]=[CH:15][N:16]([CH3:18])[CH3:17])(=[O:13])=[O:12])[CH:5]=[C:6]([F:10])[C:7]=1[CH2:8]O.C1C=CC(P(C2C=CC=CC=2)C2C=CC=CC=2)=CC=1.C(Br)(Br)(Br)[Br:39]. The catalyst is C(Cl)Cl. The product is [Br:39][CH2:8][C:7]1[C:6]([F:10])=[CH:5][C:4]([S:11]([N:14]=[CH:15][N:16]([CH3:18])[CH3:17])(=[O:13])=[O:12])=[CH:3][C:2]=1[Cl:1]. The yield is 0.920. (7) No catalyst specified. The reactants are [CH2:1]([O:3][C:4](=[O:32])[C:5]([O:8][C:9]1[CH:14]=[CH:13][C:12]([O:15][CH2:16][C:17]2[CH:22]=[CH:21][CH:20]=[CH:19][CH:18]=2)=[CH:11][C:10]=1CNC(OC(C)(C)C)=O)([CH3:7])[CH3:6])[CH3:2].[CH2:33]1[CH2:37]OC[CH2:34]1. The product is [CH2:1]([O:3][C:4](=[O:32])[C:5]([O:8][C:9]1[CH:14]=[CH:13][C:12]([O:15][CH2:16][C:17]2[CH:22]=[CH:21][CH:20]=[CH:19][CH:18]=2)=[CH:11][C:10]=1[CH2:37][CH:33]=[CH2:34])([CH3:6])[CH3:7])[CH3:2]. The yield is 0.690.